From a dataset of Catalyst prediction with 721,799 reactions and 888 catalyst types from USPTO. Predict which catalyst facilitates the given reaction. (1) Reactant: [Br:1][C:2]1[CH:3]=[C:4]([CH:8]=[CH:9][C:10]=1[Cl:11])[C:5]([OH:7])=O.C1C=CC2N(O)N=NC=2C=1.CCN=C=NCCCN(C)C.[Cl:33][C:34]1[CH:35]=[C:36]([C@H:40]([NH2:42])[CH3:41])[CH:37]=[CH:38][CH:39]=1. Product: [Br:1][C:2]1[CH:3]=[C:4]([CH:8]=[CH:9][C:10]=1[Cl:11])[C:5]([NH:42][C@@H:40]([C:36]1[CH:37]=[CH:38][CH:39]=[C:34]([Cl:33])[CH:35]=1)[CH3:41])=[O:7]. The catalyst class is: 31. (2) The catalyst class is: 18. Product: [CH2:30]([N:19]([C:17]1[S:18][C:14]([Sn:5]([CH2:6][CH2:7][CH2:8][CH3:9])([CH2:4][CH2:3][CH2:2][CH3:1])[CH2:10][CH2:11][CH2:12][CH3:13])=[CH:15][N:16]=1)[C:20](=[O:21])[O:22][C:23]([CH3:26])([CH3:25])[CH3:24])[CH2:31][CH3:32]. Reactant: [CH3:1][CH2:2][CH2:3][CH2:4][Sn:5]([C:14]1[S:18][C:17]([NH:19][C:20]([O:22][C:23]([CH3:26])([CH3:25])[CH3:24])=[O:21])=[N:16][CH:15]=1)([CH2:10][CH2:11][CH2:12][CH3:13])[CH2:6][CH2:7][CH2:8][CH3:9].[H-].[Na+].I[CH2:30][CH2:31][CH3:32]. (3) Reactant: [NH2:1][C:2]1[N:6]([C:7]2[C:11]([CH3:12])=[C:10]([CH3:13])[S:9][C:8]=2[F:14])[N:5]=[C:4]([OH:15])[CH:3]=1.[C:16](Cl)(=[O:18])[CH3:17]. Product: [C:16]([NH:1][C:2]1[N:6]([C:7]2[C:11]([CH3:12])=[C:10]([CH3:13])[S:9][C:8]=2[F:14])[N:5]=[C:4]([OH:15])[CH:3]=1)(=[O:18])[CH3:17]. The catalyst class is: 11. (4) Reactant: [OH:1][C:2]1[CH:3]=[C:4]([C:12]([O:14][CH3:15])=[O:13])[CH:5]=[C:6]([CH:11]=1)[C:7]([O:9][CH3:10])=[O:8].F[C:17]1[CH:22]=[CH:21][C:20]([N+:23]([O-:25])=[O:24])=[CH:19][CH:18]=1.CN(C)C=O.C1(C)C=CC=CC=1. Product: [N+:23]([C:20]1[CH:21]=[CH:22][C:17]([O:1][C:2]2[CH:11]=[C:6]([C:7]([O:9][CH3:10])=[O:8])[CH:5]=[C:4]([CH:3]=2)[C:12]([O:14][CH3:15])=[O:13])=[CH:18][CH:19]=1)([O-:25])=[O:24]. The catalyst class is: 6. (5) Reactant: [CH2:1]([O:4][C:5](=[O:28])[NH:6][C:7]1[C:12]([CH3:13])=[CH:11][C:10]([NH:14][CH2:15][C:16]2[CH:21]=[CH:20][C:19]([C:22]([F:25])([F:24])[F:23])=[C:18]([F:26])[CH:17]=2)=[CH:9][C:8]=1[CH3:27])[CH2:2][CH3:3].C=O.[C:31]([BH3-])#N.[Na+].O. Product: [CH2:1]([O:4][C:5](=[O:28])[NH:6][C:7]1[C:12]([CH3:13])=[CH:11][C:10]([N:14]([CH2:15][C:16]2[CH:21]=[CH:20][C:19]([C:22]([F:24])([F:25])[F:23])=[C:18]([F:26])[CH:17]=2)[CH3:31])=[CH:9][C:8]=1[CH3:27])[CH2:2][CH3:3]. The catalyst class is: 5. (6) Reactant: P(Cl)(Cl)([Cl:3])=O.[N+:6]1([O-])[C:15]2[C:10](=[C:11]3[CH:23]=[CH:22][CH:21]=[CH:20][C:12]3=[C:13]3[CH:19]=[CH:18][CH:17]=[CH:16][C:14]3=2)[N:9]=[CH:8][CH:7]=1.C(=O)([O-])[O-].[K+].[K+]. Product: [Cl:3][C:7]1[CH:8]=[N:9][C:10]2[C:15](=[C:14]3[CH:16]=[CH:17][CH:18]=[CH:19][C:13]3=[C:12]3[CH:20]=[CH:21][CH:22]=[CH:23][C:11]3=2)[N:6]=1. The catalyst class is: 6.